Dataset: Full USPTO retrosynthesis dataset with 1.9M reactions from patents (1976-2016). Task: Predict the reactants needed to synthesize the given product. (1) Given the product [CH3:18][S:15]([C:12]1[CH:11]=[CH:10][C:9]([O:8][C:7]2[CH:6]=[C:5]([OH:19])[CH:4]=[C:3]3[C:2]=2[NH:1][N:33]=[CH:20]3)=[CH:14][CH:13]=1)(=[O:17])=[O:16], predict the reactants needed to synthesize it. The reactants are: [NH2:1][C:2]1[C:7]([O:8][C:9]2[CH:14]=[CH:13][C:12]([S:15]([CH3:18])(=[O:17])=[O:16])=[CH:11][CH:10]=2)=[CH:6][C:5]([OH:19])=[CH:4][C:3]=1[CH3:20].C([O-])(=O)C.[K+].C(OC(=O)C)(=O)C.[N:33](OCCC(C)C)=O.C(=O)([O-])[O-].[K+].[K+]. (2) Given the product [CH:58]([N:55]1[CH2:56][CH2:57][CH:52]([C:4]2[CH:3]=[CH:19][C:18]([NH:20][C:21]3[C:22]4[N:23]([CH:32]=[CH:33][N:34]=4)[C:24]([C:27]4[CH:28]=[N:29][NH:30][CH:31]=4)=[CH:25][N:26]=3)=[CH:17][CH:16]=2)[CH2:53][CH2:54]1)([CH3:60])[CH3:59], predict the reactants needed to synthesize it. The reactants are: CO[C:3]1[CH:19]=[C:18]([NH:20][C:21]2[C:22]3[N:23]([CH:32]=[CH:33][N:34]=3)[C:24]([C:27]3[CH:28]=[N:29][NH:30][CH:31]=3)=[CH:25][N:26]=2)[CH:17]=[CH:16][C:4]=1C(NCC1C=NC(C)=CC=1)=O.BrC1N2C=CN=C2C(NC2C=CC([CH:52]3[CH2:57][CH2:56][N:55]([CH:58]([CH3:60])[CH3:59])[CH2:54][CH2:53]3)=CC=2)=NC=1.